From a dataset of Full USPTO retrosynthesis dataset with 1.9M reactions from patents (1976-2016). Predict the reactants needed to synthesize the given product. (1) Given the product [CH:18]1([O:21][CH2:22][CH2:23][O:24][C:25]2[CH:26]=[CH:27][C:28]([O:29][CH:30]3[CH2:35][CH2:34][N:33]([CH2:2][C:3]([NH:5][C@@H:6]4[CH2:11][O:10][C:9]5=[N:12][C:13]([N+:15]([O-:17])=[O:16])=[CH:14][N:8]5[CH2:7]4)=[O:4])[CH2:32][CH2:31]3)=[CH:36][CH:37]=2)[CH2:20][CH2:19]1, predict the reactants needed to synthesize it. The reactants are: Cl[CH2:2][C:3]([NH:5][C@@H:6]1[CH2:11][O:10][C:9]2=[N:12][C:13]([N+:15]([O-:17])=[O:16])=[CH:14][N:8]2[CH2:7]1)=[O:4].[CH:18]1([O:21][CH2:22][CH2:23][O:24][C:25]2[CH:37]=[CH:36][C:28]([O:29][CH:30]3[CH2:35][CH2:34][NH:33][CH2:32][CH2:31]3)=[CH:27][CH:26]=2)[CH2:20][CH2:19]1. (2) Given the product [CH3:25][N:21]1[C:22]2[C:18](=[CH:17][C:16]([CH2:15][C:12]3[N:10]4[N:11]=[C:6]([C:4](=[O:3])[CH3:5])[CH:7]=[CH:8][C:9]4=[N:14][CH:13]=3)=[CH:24][CH:23]=2)[CH:19]=[N:20]1, predict the reactants needed to synthesize it. The reactants are: C([O:3][C:4]([C:6]1[CH:7]=[CH:8][C:9]2[N:10]([C:12]([CH2:15][C:16]3[CH:17]=[C:18]4[C:22](=[CH:23][CH:24]=3)[N:21]([CH3:25])[N:20]=[CH:19]4)=[CH:13][N:14]=2)[N:11]=1)=[CH2:5])C.Cl. (3) Given the product [CH3:1][C:2]1([CH3:9])[O:6][CH:5]([CH2:7][O:8][C:13]2[N:21]=[CH:20][CH:19]=[CH:18][C:14]=2[C:15]([OH:17])=[O:16])[CH2:4][O:3]1, predict the reactants needed to synthesize it. The reactants are: [CH3:1][C:2]1([CH3:9])[O:6][CH:5]([CH2:7][OH:8])[CH2:4][O:3]1.[H-].[Na+].Br[C:13]1[N:21]=[CH:20][CH:19]=[CH:18][C:14]=1[C:15]([OH:17])=[O:16].O. (4) Given the product [Cl:1][C:2]1[CH:38]=[CH:37][C:5]2[NH:6][C:7](=[O:27])[CH:8]([CH2:19][C:20]3[CH:25]=[CH:24][CH:23]=[CH:22][C:21]=3[Cl:26])[N:9]=[C:10]([C:11]3[CH:12]=[CH:13][C:14]([O:17][CH3:18])=[CH:15][CH:16]=3)[C:4]=2[CH:3]=1, predict the reactants needed to synthesize it. The reactants are: [Cl:1][C:2]1[CH:38]=[CH:37][C:5]2[N:6](CC3C=CC(OC)=CC=3)[C:7](=[O:27])[CH:8]([CH2:19][C:20]3[CH:25]=[CH:24][CH:23]=[CH:22][C:21]=3[Cl:26])[N:9]=[C:10]([C:11]3[CH:16]=[CH:15][C:14]([O:17][CH3:18])=[CH:13][CH:12]=3)[C:4]=2[CH:3]=1.[Al+3].[Cl-].[Cl-].[Cl-].C(OCC)(=O)C. (5) Given the product [Br:4][C:5]1[CH:6]=[CH:7][C:8]([C:11](=[O:12])[CH3:1])=[N:9][CH:10]=1, predict the reactants needed to synthesize it. The reactants are: [CH3:1][Mg]Cl.[Br:4][C:5]1[CH:6]=[CH:7][C:8]([C:11](N(OC)C)=[O:12])=[N:9][CH:10]=1.